Task: Predict the reactants needed to synthesize the given product.. Dataset: Full USPTO retrosynthesis dataset with 1.9M reactions from patents (1976-2016) Given the product [CH2:1]([C:8]1[CH:16]=[CH:15][CH:14]=[CH:13][C:9]=1[C:10]([NH:35][CH2:34][C:33]1[CH:36]=[C:37]([C:39]([F:40])([F:41])[F:42])[CH:38]=[C:31]([C:30]([F:29])([F:43])[F:44])[CH:32]=1)=[O:12])[C:2]1[CH:3]=[CH:4][CH:5]=[CH:6][CH:7]=1, predict the reactants needed to synthesize it. The reactants are: [CH2:1]([C:8]1[CH:16]=[CH:15][CH:14]=[CH:13][C:9]=1[C:10]([OH:12])=O)[C:2]1[CH:7]=[CH:6][CH:5]=[CH:4][CH:3]=1.C(N1C=CN=C1)(N1C=CN=C1)=O.[F:29][C:30]([F:44])([F:43])[C:31]1[CH:32]=[C:33]([CH:36]=[C:37]([C:39]([F:42])([F:41])[F:40])[CH:38]=1)[CH2:34][NH2:35].